Dataset: Catalyst prediction with 721,799 reactions and 888 catalyst types from USPTO. Task: Predict which catalyst facilitates the given reaction. (1) Reactant: [C:1]([C:5]1[CH:10]=[C:9]([C:11]([CH3:13])=[CH2:12])[CH:8]=[CH:7][C:6]=1[N:14]1[CH2:19][CH2:18][N:17]([C:20](=[O:26])[C:21]([O:23]CC)=[O:22])[CH2:16][CH2:15]1)([CH3:4])([CH3:3])[CH3:2].[OH-].[Li+].Cl. Product: [C:1]([C:5]1[CH:10]=[C:9]([C:11]([CH3:13])=[CH2:12])[CH:8]=[CH:7][C:6]=1[N:14]1[CH2:19][CH2:18][N:17]([C:20](=[O:26])[C:21]([OH:23])=[O:22])[CH2:16][CH2:15]1)([CH3:2])([CH3:3])[CH3:4]. The catalyst class is: 1. (2) Reactant: [CH2:1]([N:5]1[CH:10]=[CH:9][C:8]([CH3:12])([CH3:11])[CH2:7][CH2:6]1)[CH:2]([CH3:4])[CH3:3].C(N(CC)CC)C.[C:20]([C:24]1[CH:32]=[CH:31][C:27]([C:28](Cl)=[O:29])=[CH:26][CH:25]=1)([CH3:23])([CH3:22])[CH3:21].C(=O)([O-])[O-].[Na+].[Na+]. Product: [C:20]([C:24]1[CH:25]=[CH:26][C:27]([C:28]([C:9]2[C:8]([CH3:12])([CH3:11])[CH2:7][CH2:6][N:5]([CH2:1][CH:2]([CH3:4])[CH3:3])[CH:10]=2)=[O:29])=[CH:31][CH:32]=1)([CH3:23])([CH3:21])[CH3:22]. The catalyst class is: 34. (3) Reactant: ClC1C([N+]([O-])=O)=C(Cl)C=CC=1C([O-])=O.[Na+].[Cl:16][C:17]1[CH:25]=[C:24]([Cl:26])[C:23]([N+:27]([O-:29])=[O:28])=[CH:22][C:18]=1[C:19]([O-:21])=[O:20].[Na+].Cl. Product: [Cl:16][C:17]1[CH:25]=[C:24]([Cl:26])[C:23]([N+:27]([O-:29])=[O:28])=[CH:22][C:18]=1[C:19]([OH:21])=[O:20]. The catalyst class is: 6. (4) Reactant: [Br:1][C:2]1[CH:8]=[CH:7][C:5]([NH2:6])=[CH:4][CH:3]=1.C(N(C(C)C)CC)(C)C.[CH3:18][O:19][C:20]1[CH:25]=[CH:24][CH:23]=[CH:22][C:21]=1[N:26]=[C:27]=[O:28]. Product: [Br:1][C:2]1[CH:8]=[CH:7][C:5]([NH:6][C:27]([NH:26][C:21]2[CH:22]=[CH:23][CH:24]=[CH:25][C:20]=2[O:19][CH3:18])=[O:28])=[CH:4][CH:3]=1. The catalyst class is: 4. (5) Reactant: [C:1]([C:5]1[CH:12]=[CH:11][C:8]([C:9]#[N:10])=[C:7](Cl)[N:6]=1)([CH3:4])([CH3:3])[CH3:2].[CH3:14][O-:15].[Na+].[NH4+].[Cl-]. Product: [C:1]([C:5]1[CH:12]=[CH:11][C:8]([C:9]#[N:10])=[C:7]([O:15][CH3:14])[N:6]=1)([CH3:4])([CH3:3])[CH3:2]. The catalyst class is: 5. (6) Product: [CH3:15][N:4]1[C:5]2[C:10](=[CH:9][C:8]([C:11]([F:14])([F:13])[F:12])=[CH:7][CH:6]=2)[C:2]([Sn:25]([CH2:27][CH2:28][CH2:29][CH3:30])([CH2:31][CH2:32][CH2:33][CH3:34])[CH2:21][CH2:22][CH2:23][CH3:24])=[N:3]1. Reactant: I[C:2]1[C:10]2[C:5](=[CH:6][CH:7]=[C:8]([C:11]([F:14])([F:13])[F:12])[CH:9]=2)[N:4]([CH3:15])[N:3]=1.C([Mg]Cl)(C)C.[CH2:21]([Sn:25]([CH2:31][CH2:32][CH2:33][CH3:34])([CH2:27][CH2:28][CH2:29][CH3:30])Cl)[CH2:22][CH2:23][CH3:24]. The catalyst class is: 1. (7) Reactant: [CH:1](=O)[CH2:2][CH2:3][CH2:4][CH2:5][CH2:6][CH2:7][CH2:8][CH2:9][CH2:10][CH3:11].[ClH:13].Cl.[F:15][C:16]1[CH:21]=[C:20]([F:22])[CH:19]=[CH:18][C:17]=1[NH:23][C:24]([NH:26][C:27]([NH2:29])=[NH:28])=[NH:25]. Product: [ClH:13].[NH2:25][C:24]1[N:23]([C:17]2[CH:18]=[CH:19][C:20]([F:22])=[CH:21][C:16]=2[F:15])[CH:1]([CH2:2][CH2:3][CH2:4][CH2:5][CH2:6][CH2:7][CH2:8][CH2:9][CH2:10][CH3:11])[N:28]=[C:27]([NH2:29])[N:26]=1. The catalyst class is: 8.